From a dataset of Retrosynthesis with 50K atom-mapped reactions and 10 reaction types from USPTO. Predict the reactants needed to synthesize the given product. (1) The reactants are: CCN1CCO[C@H](CN2CCN(C(=O)OC(C)(C)C)CC2)C1. Given the product CCN1CCO[C@H](CN2CCNCC2)C1, predict the reactants needed to synthesize it. (2) Given the product CCOC(=O)C(OC(=O)C1CC(c2ccccc2)=NN1C(=O)CP(=O)(CCCCc1ccccc1)OCC)OC(=O)C(C)(C)C, predict the reactants needed to synthesize it. The reactants are: CCOC(=O)C(Cl)OC(=O)C(C)(C)C.CCOP(=O)(CCCCc1ccccc1)CC(=O)N1N=C(c2ccccc2)CC1C(=O)O. (3) Given the product Nc1cnc(-c2ccc(C3CCC3)c(OCC(=O)O)c2F)cn1, predict the reactants needed to synthesize it. The reactants are: CC(C)(C)OC(=O)COc1c(C2CCC2)ccc(-c2cnc(N)cn2)c1F. (4) Given the product Cc1nc(N2CCN(S(=O)(=O)c3ccc(OC(F)(F)F)cc3)[C@@H](C(=O)OCc3ccccc3)C2)sc1C(=O)OC(C)(C)C, predict the reactants needed to synthesize it. The reactants are: CC(=O)C(Br)C(=O)OC(C)(C)C.NC(=S)N1CCN(S(=O)(=O)c2ccc(OC(F)(F)F)cc2)[C@@H](C(=O)OCc2ccccc2)C1. (5) Given the product Nc1nc(Cl)c(NC=O)c(N[C@H]2C=C[C@@H](CO)C2)n1, predict the reactants needed to synthesize it. The reactants are: N[C@H]1C=C[C@@H](CO)C1.Nc1nc(Cl)c(NC=O)c(Cl)n1. (6) The reactants are: N#Cc1ccc(F)c(Br)c1.Oc1ccc(Cl)cc1. Given the product N#Cc1ccc(Oc2ccc(Cl)cc2)c(Br)c1, predict the reactants needed to synthesize it. (7) The reactants are: CCCCC/C=C/C(=O)O.COC(=O)[C@H](N)CC(C)C. Given the product CCCCC/C=C/C(=O)N[C@H](CC(C)C)C(=O)OC, predict the reactants needed to synthesize it.